This data is from NCI-60 drug combinations with 297,098 pairs across 59 cell lines. The task is: Regression. Given two drug SMILES strings and cell line genomic features, predict the synergy score measuring deviation from expected non-interaction effect. (1) Drug 1: CC1C(C(=O)NC(C(=O)N2CCCC2C(=O)N(CC(=O)N(C(C(=O)O1)C(C)C)C)C)C(C)C)NC(=O)C3=C4C(=C(C=C3)C)OC5=C(C(=O)C(=C(C5=N4)C(=O)NC6C(OC(=O)C(N(C(=O)CN(C(=O)C7CCCN7C(=O)C(NC6=O)C(C)C)C)C)C(C)C)C)N)C. Drug 2: CC1=C2C(C(=O)C3(C(CC4C(C3C(C(C2(C)C)(CC1OC(=O)C(C(C5=CC=CC=C5)NC(=O)OC(C)(C)C)O)O)OC(=O)C6=CC=CC=C6)(CO4)OC(=O)C)O)C)O. Cell line: CAKI-1. Synergy scores: CSS=25.5, Synergy_ZIP=3.94, Synergy_Bliss=10.9, Synergy_Loewe=6.63, Synergy_HSA=6.87. (2) Drug 1: C1=C(C(=O)NC(=O)N1)N(CCCl)CCCl. Drug 2: CN(C(=O)NC(C=O)C(C(C(CO)O)O)O)N=O. Cell line: OVCAR-8. Synergy scores: CSS=13.1, Synergy_ZIP=-9.27, Synergy_Bliss=-4.13, Synergy_Loewe=-21.6, Synergy_HSA=-3.98. (3) Drug 1: CC(CN1CC(=O)NC(=O)C1)N2CC(=O)NC(=O)C2. Drug 2: CC1C(C(CC(O1)OC2CC(CC3=C2C(=C4C(=C3O)C(=O)C5=C(C4=O)C(=CC=C5)OC)O)(C(=O)C)O)N)O.Cl. Cell line: NCI-H226. Synergy scores: CSS=17.0, Synergy_ZIP=1.74, Synergy_Bliss=7.95, Synergy_Loewe=2.86, Synergy_HSA=8.72. (4) Synergy scores: CSS=8.03, Synergy_ZIP=-1.77, Synergy_Bliss=0.818, Synergy_Loewe=-5.39, Synergy_HSA=0.713. Drug 1: C1=NC(=NC(=O)N1C2C(C(C(O2)CO)O)O)N. Cell line: NCIH23. Drug 2: C(=O)(N)NO. (5) Drug 1: CCC(=C(C1=CC=CC=C1)C2=CC=C(C=C2)OCCN(C)C)C3=CC=CC=C3.C(C(=O)O)C(CC(=O)O)(C(=O)O)O. Drug 2: C1CNP(=O)(OC1)N(CCCl)CCCl. Cell line: SK-OV-3. Synergy scores: CSS=-0.479, Synergy_ZIP=0.809, Synergy_Bliss=1.63, Synergy_Loewe=-1.60, Synergy_HSA=-0.536.